Dataset: Reaction yield outcomes from USPTO patents with 853,638 reactions. Task: Predict the reaction yield, written as a fraction of the theoretical maximum amount of product (1.0 means a 100% yield; for example, 0.34 means a 34% yield). (1) The reactants are [OH:1][C:2]1[N:6]([CH3:7])[N:5]=[C:4]([C:8]([F:11])([F:10])[F:9])[CH:3]=1.[C:12](=O)([O-])[O-:13].[K+].[K+].C=O.Br[CH2:21][C:22]([O:24][CH2:25][CH3:26])=[O:23]. The catalyst is CN(C=O)C.O.C(OCC)(=O)C. The product is [CH2:25]([O:24][C:22]([CH2:21][O:1][C:2]1[N:6]([CH3:7])[N:5]=[C:4]([C:8]([F:11])([F:10])[F:9])[C:3]=1[CH2:12][OH:13])=[O:23])[CH3:26]. The yield is 0.819. (2) The reactants are Cl.C([O:9][C:10]1[CH:19]=[C:18]2[C:13]([C:14]([NH:20][C:21]3[CH:26]=[CH:25][C:24]([Br:27])=[CH:23][C:22]=3[F:28])=[N:15][CH:16]=[N:17]2)=[CH:12][C:11]=1[O:29][CH3:30])C1C=CC=CC=1. The catalyst is C(O)(C(F)(F)F)=O. The product is [Br:27][C:24]1[CH:25]=[CH:26][C:21]([NH:20][C:14]2[C:13]3[C:18](=[CH:19][C:10]([OH:9])=[C:11]([O:29][CH3:30])[CH:12]=3)[N:17]=[CH:16][N:15]=2)=[C:22]([F:28])[CH:23]=1. The yield is 0.820. (3) The reactants are [Cl:1][C:2]1[CH:3]=[CH:4][C:5]([OH:23])=[C:6]([C:8]2[CH:13]=[CH:12][N:11]=[C:10]([C:14]([NH:16][CH2:17][CH2:18][C:19]([O:21][CH3:22])=[O:20])=[O:15])[CH:9]=2)[CH:7]=1.C([O-])([O-])=O.[K+].[K+].[Cl:30][C:31]1[C:32](F)=[CH:33][C:34]([F:57])=[C:35]([S:37]([N:40]([CH2:46][C:47]2[CH:52]=[CH:51][C:50]([O:53][CH3:54])=[CH:49][C:48]=2[O:55][CH3:56])[C:41]2[S:45][N:44]=[CH:43][N:42]=2)(=[O:39])=[O:38])[CH:36]=1.O. The catalyst is CN(C=O)C. The product is [CH3:22][O:21][C:19](=[O:20])[CH2:18][CH2:17][NH:16][C:14](=[O:15])[C:10]1[CH:9]=[C:8]([C:6]2[CH:7]=[C:2]([Cl:1])[CH:3]=[CH:4][C:5]=2[O:23][C:32]2[CH:33]=[C:34]([F:57])[C:35]([S:37](=[O:38])(=[O:39])[N:40]([CH2:46][C:47]3[CH:52]=[CH:51][C:50]([O:53][CH3:54])=[CH:49][C:48]=3[O:55][CH3:56])[C:41]3[S:45][N:44]=[CH:43][N:42]=3)=[CH:36][C:31]=2[Cl:30])[CH:13]=[CH:12][N:11]=1. The yield is 0.600. (4) The reactants are [N+:1]([C:4]1[CH:5]=[C:6]2[C:10](=[CH:11][CH:12]=1)[NH:9][CH:8]=[CH:7]2)([O-:3])=[O:2].[OH-].[K+].[CH2:15]1[O:25][C:18]2([CH2:23][CH2:22][C:21](=O)[CH2:20][CH2:19]2)[O:17][CH2:16]1. The catalyst is CO. The yield is 0.850. The product is [N+:1]([C:4]1[CH:5]=[C:6]2[C:10](=[CH:11][CH:12]=1)[NH:9][CH:8]=[C:7]2[C:21]1[CH2:22][CH2:23][C:18]2([O:25][CH2:15][CH2:16][O:17]2)[CH2:19][CH:20]=1)([O-:3])=[O:2]. (5) The reactants are [NH:1]1[C:5]2=[CH:6][N:7]=[CH:8][CH:9]=[C:4]2[C:3]([C:10]([O:12][CH3:13])=[O:11])=[N:2]1.[I:14][C:15]1[CH:16]=[C:17](B(O)O)[CH:18]=[CH:19][CH:20]=1. No catalyst specified. The product is [I:14][C:15]1[CH:20]=[C:19]([N:1]2[C:5]3=[CH:6][N:7]=[CH:8][CH:9]=[C:4]3[C:3]([C:10]([O:12][CH3:13])=[O:11])=[N:2]2)[CH:18]=[CH:17][CH:16]=1. The yield is 0.340. (6) The reactants are [CH2:1]=[C:2]1O[C:4](=[O:5])[CH2:3]1.[Cl:7][C:8]1[C:9]([OH:21])=[C:10]([CH2:15][CH2:16][C:17]([O:19][CH3:20])=[O:18])[CH:11]=[CH:12][C:13]=1[OH:14].CO. The catalyst is CS(O)(=O)=O. The product is [Cl:7][C:8]1[C:9]([OH:21])=[C:10]([CH2:15][CH2:16][C:17]([O:19][CH3:20])=[O:18])[CH:11]=[C:12]2[C:13]=1[O:14][C:4](=[O:5])[CH:3]=[C:2]2[CH3:1]. The yield is 0.640.